From a dataset of Reaction yield outcomes from USPTO patents with 853,638 reactions. Predict the reaction yield, written as a fraction of the theoretical maximum amount of product (1.0 means a 100% yield; for example, 0.34 means a 34% yield). (1) The yield is 0.170. The product is [NH2:4][CH2:5][CH2:6][NH:7][S:8]([C:11]1[CH:12]=[CH:13][C:14]([C:17]2[CH:22]=[CH:21][N:20]=[C:19]3[NH:23][C:24]([CH2:26][CH2:27][CH2:28][OH:29])=[CH:25][C:18]=23)=[CH:15][CH:16]=1)(=[O:9])=[O:10]. The reactants are C(O)=O.[NH2:4][CH2:5][CH2:6][NH:7][S:8]([C:11]1[CH:16]=[CH:15][C:14]([C:17]2[CH:22]=[CH:21][N:20]=[C:19]3[NH:23][C:24]([C:26]#[C:27][CH2:28][OH:29])=[CH:25][C:18]=23)=[CH:13][CH:12]=1)(=[O:10])=[O:9]. The catalyst is CO.[Pd]. (2) The reactants are [OH:1][CH2:2][CH2:3][C:4]1([NH:7][C:8](=[O:14])[O:9][C:10]([CH3:13])([CH3:12])[CH3:11])[CH2:6][CH2:5]1.C(Cl)Cl.[OH2:18].CC#N. The catalyst is O. The product is [C:10]([O:9][C:8]([NH:7][C:4]1([CH2:3][C:2]([OH:18])=[O:1])[CH2:5][CH2:6]1)=[O:14])([CH3:11])([CH3:13])[CH3:12]. The yield is 0.900. (3) The catalyst is C(Cl)Cl. The reactants are [Br:1][C:2]1[CH:13]=[N:12][C:5]2[NH:6][C:7](=[O:11])[CH2:8][NH:9][CH2:10][C:4]=2[CH:3]=1.CCN(CC)CC.[C:21](Cl)([O:23][CH2:24][C:25]1[CH:30]=[CH:29][CH:28]=[CH:27][CH:26]=1)=[O:22]. The product is [CH2:24]([O:23][C:21]([N:9]1[CH2:10][C:4]2[CH:3]=[C:2]([Br:1])[CH:13]=[N:12][C:5]=2[NH:6][C:7](=[O:11])[CH2:8]1)=[O:22])[C:25]1[CH:30]=[CH:29][CH:28]=[CH:27][CH:26]=1. The yield is 0.310.